This data is from Full USPTO retrosynthesis dataset with 1.9M reactions from patents (1976-2016). The task is: Predict the reactants needed to synthesize the given product. Given the product [N:9]1[CH:14]=[CH:13][CH:12]=[CH:11][C:10]=1[CH2:15][N:1]1[CH2:6][CH2:5][C:4](=[O:7])[CH2:3][CH2:2]1, predict the reactants needed to synthesize it. The reactants are: [NH:1]1[CH2:6][CH2:5][C:4](=[O:7])[CH2:3][CH2:2]1.Cl.[N:9]1[CH:14]=[CH:13][CH:12]=[CH:11][C:10]=1[CH2:15]Cl.